This data is from TCR-epitope binding with 47,182 pairs between 192 epitopes and 23,139 TCRs. The task is: Binary Classification. Given a T-cell receptor sequence (or CDR3 region) and an epitope sequence, predict whether binding occurs between them. (1) The TCR CDR3 sequence is CASSKQGPWDQQYV. Result: 0 (the TCR does not bind to the epitope). The epitope is GMFNMLSTVLGVS. (2) The epitope is RLRPGGKKK. The TCR CDR3 sequence is CASSQGHQGVDEQYF. Result: 0 (the TCR does not bind to the epitope). (3) The epitope is LLWNGPMAV. The TCR CDR3 sequence is CSASHRAGNEQYF. Result: 1 (the TCR binds to the epitope). (4) The epitope is LLWNGPMAV. The TCR CDR3 sequence is CASGTWGARQPQHF. Result: 1 (the TCR binds to the epitope). (5) The epitope is LPRRSGAAGA. The TCR CDR3 sequence is CASSYAGPYNEQFF. Result: 0 (the TCR does not bind to the epitope). (6) The epitope is LLMPILTLT. The TCR CDR3 sequence is CSANRETQYF. Result: 1 (the TCR binds to the epitope). (7) The epitope is QYDPVAALF. The TCR CDR3 sequence is CASSLGLAATDTQYF. Result: 0 (the TCR does not bind to the epitope). (8) The epitope is LLWNGPMAV. The TCR CDR3 sequence is CASSQDFGTSSSYNEQFF. Result: 0 (the TCR does not bind to the epitope). (9) The epitope is MPASWVMRI. The TCR CDR3 sequence is CASSSGLAGGNEQFF. Result: 1 (the TCR binds to the epitope). (10) The epitope is KPLEFGATSAAL. The TCR CDR3 sequence is CASSLVAGNQPQHF. Result: 0 (the TCR does not bind to the epitope).